From a dataset of Forward reaction prediction with 1.9M reactions from USPTO patents (1976-2016). Predict the product of the given reaction. (1) Given the reactants [CH3:1][N:2]([CH3:28])[C:3]1[CH:8]=[CH:7][C:6]([C:9]2[CH:10]=[C:11]3[N:17]=[C:16]([CH2:18][CH2:19][C:20]4[N:25]=[C:24]([NH2:26])[CH:23]=[C:22]([CH3:27])[CH:21]=4)[NH:15][C:12]3=[N:13][CH:14]=2)=[CH:5][CH:4]=1.[ClH:29], predict the reaction product. The product is: [ClH:29].[NH2:26][C:24]1[CH:23]=[C:22]([CH3:27])[CH:21]=[C:20]([CH2:19][CH2:18][C:16]2[NH:15][C:12]3=[N:13][CH:14]=[C:9]([C:6]4[CH:7]=[CH:8][C:3]([N:2]([CH3:28])[CH3:1])=[CH:4][CH:5]=4)[CH:10]=[C:11]3[N:17]=2)[N:25]=1. (2) Given the reactants [CH2:1]([O:8][C:9]1[CH:14]=[CH:13][C:12]([CH2:15][C:16]([OH:18])=O)=[C:11]([C:19]#[N:20])[CH:10]=1)[C:2]1[CH:7]=[CH:6][CH:5]=[CH:4][CH:3]=1.[NH:21]1[CH2:24][CH2:23][CH2:22]1.CCN(C(C)C)C(C)C.CN(C(ON1N=NC2C=CC=NC1=2)=[N+](C)C)C.F[P-](F)(F)(F)(F)F, predict the reaction product. The product is: [N:21]1([C:16](=[O:18])[CH2:15][C:12]2[CH:13]=[CH:14][C:9]([O:8][CH2:1][C:2]3[CH:3]=[CH:4][CH:5]=[CH:6][CH:7]=3)=[CH:10][C:11]=2[C:19]#[N:20])[CH2:24][CH2:23][CH2:22]1. (3) Given the reactants [CH3:1][O:2][C:3]1[N:8]=[CH:7][C:6]([NH:9][C:10]2[C:15]([C:16]3[N:21]=[C:20]([CH3:22])[N:19]=[C:18](SC)[N:17]=3)=[CH:14][N:13]=[C:12]([N:25]3[CH2:29][CH2:28][CH2:27][CH2:26]3)[N:11]=2)=[CH:5][CH:4]=1.[NH3:30], predict the reaction product. The product is: [CH3:1][O:2][C:3]1[N:8]=[CH:7][C:6]([NH:9][C:10]2[C:15]([C:16]3[N:21]=[C:20]([CH3:22])[N:19]=[C:18]([NH2:30])[N:17]=3)=[CH:14][N:13]=[C:12]([N:25]3[CH2:29][CH2:28][CH2:27][CH2:26]3)[N:11]=2)=[CH:5][CH:4]=1.